From a dataset of Full USPTO retrosynthesis dataset with 1.9M reactions from patents (1976-2016). Predict the reactants needed to synthesize the given product. Given the product [Cl:8][C:9]1[CH:10]=[CH:11][C:12]([C@H:15]2[N:22]3[C:18]([S:19][C:20]([C:26]([N:28]([C@@H:29]4[C@@H:33]([OH:34])[CH2:32][N:31]([CH3:35])[CH2:30]4)[CH3:42])=[O:27])=[C:21]3[CH:23]([CH3:24])[CH3:25])=[N:17][C@:16]2([C:44]2[CH:45]=[CH:46][C:47]([Cl:50])=[CH:48][CH:49]=2)[CH3:43])=[CH:13][CH:14]=1, predict the reactants needed to synthesize it. The reactants are: FC(F)(F)C(O)=O.[Cl:8][C:9]1[CH:14]=[CH:13][C:12]([C@H:15]2[N:22]3[C:18]([S:19][C:20]([C:26]([N:28]([CH3:42])[C@@H:29]4[C@@H:33]([OH:34])[CH2:32][N:31]([C:35](OC(C)(C)C)=O)[CH2:30]4)=[O:27])=[C:21]3[CH:23]([CH3:25])[CH3:24])=[N:17][C@:16]2([C:44]2[CH:49]=[CH:48][C:47]([Cl:50])=[CH:46][CH:45]=2)[CH3:43])=[CH:11][CH:10]=1.C(N(CC)CC)C.C=O.C(O)(=O)C.C(O[BH-](OC(=O)C)OC(=O)C)(=O)C.[Na+].